Task: Predict the reactants needed to synthesize the given product.. Dataset: Full USPTO retrosynthesis dataset with 1.9M reactions from patents (1976-2016) (1) Given the product [C:1]1([CH2:7][CH2:27][CH:28]([NH:39][C:40](=[O:48])[CH2:41][C:42]2[CH:47]=[CH:46][CH:45]=[CH:44][CH:43]=2)[NH:29][C:30](=[O:38])[CH2:31][C:32]2[CH:33]=[CH:34][CH:35]=[CH:36][CH:37]=2)[CH:6]=[CH:5][CH:4]=[CH:3][CH:2]=1, predict the reactants needed to synthesize it. The reactants are: [C:1]1([CH2:7]C(N)=O)[CH:6]=[CH:5][CH:4]=[CH:3][CH:2]=1.C1(CCC=O)C=CC=CC=1.C1([CH2:27][CH:28]([NH:39][C:40](=[O:48])[CH2:41][C:42]2[CH:47]=[CH:46][CH:45]=[CH:44][CH:43]=2)[NH:29][C:30](=[O:38])[CH2:31][C:32]2[CH:37]=[CH:36][CH:35]=[CH:34][CH:33]=2)C=CC=CC=1. (2) Given the product [CH3:1][O:2][C:3]1[CH:8]=[CH:7][CH:6]=[CH:5][C:4]=1[N:9]1[CH2:14][CH2:13][N:12]([CH2:15][CH2:16][C:17]2[N:23]([C:24]3[CH:29]=[CH:28][CH:27]=[CH:26][CH:25]=3)[C:21](=[O:22])[NH:20][N:19]=2)[CH2:11][CH2:10]1, predict the reactants needed to synthesize it. The reactants are: [CH3:1][O:2][C:3]1[CH:8]=[CH:7][CH:6]=[CH:5][C:4]=1[N:9]1[CH2:14][CH2:13][N:12]([CH2:15][CH2:16][C:17]([NH:19][NH:20][C:21]([NH:23][C:24]2[CH:29]=[CH:28][CH:27]=[CH:26][CH:25]=2)=[O:22])=O)[CH2:11][CH2:10]1.Cl.